From a dataset of Catalyst prediction with 721,799 reactions and 888 catalyst types from USPTO. Predict which catalyst facilitates the given reaction. (1) The catalyst class is: 165. Product: [Br:50][CH2:2][C:3]1[CH:4]=[CH:5][C:6]([NH:9][C:10](=[O:29])[C:11]2[CH:16]=[C:15]([O:17][CH2:18][CH2:19][C:20]3[CH:24]=[CH:23][S:22][CH:21]=3)[CH:14]=[C:13]([O:25][CH:26]([CH3:28])[CH3:27])[CH:12]=2)=[N:7][CH:8]=1. Reactant: O[CH2:2][C:3]1[CH:4]=[CH:5][C:6]([NH:9][C:10](=[O:29])[C:11]2[CH:16]=[C:15]([O:17][CH2:18][CH2:19][C:20]3[CH:24]=[CH:23][S:22][CH:21]=3)[CH:14]=[C:13]([O:25][CH:26]([CH3:28])[CH3:27])[CH:12]=2)=[N:7][CH:8]=1.C1(P(C2C=CC=CC=2)C2C=CC=CC=2)C=CC=CC=1.C(Br)(Br)(Br)[Br:50]. (2) Reactant: [C:1]([C:4]1[CH:27]=[CH:26][C:7]([O:8][CH2:9][C:10]2[CH:15]=[CH:14][C:13]([CH:16](O)[C:17]3[CH:18]=[C:19]([CH:22]=[CH:23][CH:24]=3)[C:20]#[N:21])=[CH:12][CH:11]=2)=[C:6]([CH2:28][CH2:29][CH3:30])[C:5]=1[OH:31])(=[O:3])[CH3:2].C(N(S(F)(F)[F:38])CC)C. Product: [C:1]([C:4]1[CH:27]=[CH:26][C:7]([O:8][CH2:9][C:10]2[CH:15]=[CH:14][C:13]([CH:16]([F:38])[C:17]3[CH:18]=[C:19]([CH:22]=[CH:23][CH:24]=3)[C:20]#[N:21])=[CH:12][CH:11]=2)=[C:6]([CH2:28][CH2:29][CH3:30])[C:5]=1[OH:31])(=[O:3])[CH3:2]. The catalyst class is: 4. (3) Reactant: [F:1][C:2]1[CH:39]=[CH:38][C:5]([CH2:6][N:7]2[C:11]3[CH:12]=[N:13][C:14]4[C:15](=[O:29])[N:16]([O:20]COCC[Si](C)(C)C)[CH2:17][CH2:18][C:19]=4[C:10]=3[C:9]([CH2:30][O:31][CH2:32][CH2:33][CH2:34][O:35][CH2:36][CH3:37])=[CH:8]2)=[CH:4][CH:3]=1.Cl. Product: [F:1][C:2]1[CH:3]=[CH:4][C:5]([CH2:6][N:7]2[C:11]3[CH:12]=[N:13][C:14]4[C:15](=[O:29])[N:16]([OH:20])[CH2:17][CH2:18][C:19]=4[C:10]=3[C:9]([CH2:30][O:31][CH2:32][CH2:33][CH2:34][O:35][CH2:36][CH3:37])=[CH:8]2)=[CH:38][CH:39]=1. The catalyst class is: 275.